From a dataset of Peptide-MHC class II binding affinity with 134,281 pairs from IEDB. Regression. Given a peptide amino acid sequence and an MHC pseudo amino acid sequence, predict their binding affinity value. This is MHC class II binding data. The peptide sequence is YQSYGPSGQYTHEFD. The MHC is HLA-DPA10301-DPB10402 with pseudo-sequence HLA-DPA10301-DPB10402. The binding affinity (normalized) is 0.201.